The task is: Predict which catalyst facilitates the given reaction.. This data is from Catalyst prediction with 721,799 reactions and 888 catalyst types from USPTO. (1) Reactant: C([O:3][C:4]([C@@:6]1([NH:11][C:12](=[O:48])[C@@H:13]2[CH2:17][C@@H:16]([O:18][C:19]3[C:28]4[C:23](=[CH:24][C:25]([O:29][CH3:30])=[CH:26][CH:27]=4)[N:22]=[C:21]([C:31]4[CH:36]=[CH:35][CH:34]=[CH:33][CH:32]=4)[CH:20]=3)[CH2:15][N:14]2[C:37]([NH:39][NH:40][CH2:41][C:42]2[CH:47]=[CH:46][CH:45]=[CH:44][CH:43]=2)=[O:38])[CH2:8][C@H:7]1[CH:9]=[CH2:10])=[O:5])C.[Li+].[OH-].Cl. Product: [CH2:41]([NH:40][NH:39][C:37]([N:14]1[CH2:15][C@H:16]([O:18][C:19]2[C:28]3[C:23](=[CH:24][C:25]([O:29][CH3:30])=[CH:26][CH:27]=3)[N:22]=[C:21]([C:31]3[CH:36]=[CH:35][CH:34]=[CH:33][CH:32]=3)[CH:20]=2)[CH2:17][C@H:13]1[C:12]([NH:11][C@:6]1([C:4]([OH:5])=[O:3])[CH2:8][C@H:7]1[CH:9]=[CH2:10])=[O:48])=[O:38])[C:42]1[CH:43]=[CH:44][CH:45]=[CH:46][CH:47]=1. The catalyst class is: 36. (2) Reactant: [C:1](=[O:16])([O:9][C:10]1[CH:15]=[CH:14][CH:13]=[CH:12][CH:11]=1)OC1C=CC=CC=1.[NH2:17][C@H:18]([C:26]([O-:28])=[O:27])[CH2:19]C1C=CC=CC=1.C([S+]1CCCC1)C1C=CC=CC=1.Cl. Product: [O:9]([C:1]([NH:17][C@H:18]([C:26]([OH:28])=[O:27])[CH3:19])=[O:16])[C:10]1[CH:11]=[CH:12][CH:13]=[CH:14][CH:15]=1. The catalyst class is: 10. (3) Reactant: [CH3:1][O:2][C:3](=[O:25])[C@H:4]([CH2:21][CH2:22][S:23][CH3:24])[NH:5][C:6](=[O:20])[C:7]1[CH:12]=[CH:11][C:10](Br)=[CH:9][C:8]=1[C:14]1[CH:19]=[CH:18][CH:17]=[CH:16][CH:15]=1.CCN(CC[O:33][C:34]1C=CC(CC2C=CC=CC=2)=CC=1)CC.Cl.[C]=[O:49].O. Product: [CH3:1][O:2][C:3](=[O:25])[C@H:4]([CH2:21][CH2:22][S:23][CH3:24])[NH:5][C:6](=[O:20])[C:7]1[CH:12]=[CH:11][C:10]([C:34]([OH:33])=[O:49])=[CH:9][C:8]=1[C:14]1[CH:19]=[CH:18][CH:17]=[CH:16][CH:15]=1. The catalyst class is: 416.